This data is from NCI-60 drug combinations with 297,098 pairs across 59 cell lines. The task is: Regression. Given two drug SMILES strings and cell line genomic features, predict the synergy score measuring deviation from expected non-interaction effect. Drug 1: C1=C(C(=O)NC(=O)N1)N(CCCl)CCCl. Drug 2: CC1CCC2CC(C(=CC=CC=CC(CC(C(=O)C(C(C(=CC(C(=O)CC(OC(=O)C3CCCCN3C(=O)C(=O)C1(O2)O)C(C)CC4CCC(C(C4)OC)OCCO)C)C)O)OC)C)C)C)OC. Cell line: U251. Synergy scores: CSS=42.5, Synergy_ZIP=-2.42, Synergy_Bliss=-0.421, Synergy_Loewe=2.66, Synergy_HSA=5.13.